From a dataset of Catalyst prediction with 721,799 reactions and 888 catalyst types from USPTO. Predict which catalyst facilitates the given reaction. (1) Reactant: [CH2:1]([O:5][CH2:6][C@H:7]1[CH2:11][CH2:10][CH2:9][N:8]1C(OC(C)(C)C)=O)[CH:2]([CH3:4])[CH3:3].C(OCC)(=O)C.[ClH:25]. Product: [ClH:25].[CH2:1]([O:5][CH2:6][C@H:7]1[CH2:11][CH2:10][CH2:9][NH:8]1)[CH:2]([CH3:4])[CH3:3]. The catalyst class is: 13. (2) Reactant: [C:1]1([S:7]([N:10]2[C:18]3[C:13](=[N:14][C:15](Cl)=[C:16]([C:19]4[CH:26]=[CH:25][C:22]([C:23]#[N:24])=[CH:21][CH:20]=4)[CH:17]=3)[CH:12]=[CH:11]2)(=[O:9])=[O:8])[CH:6]=[CH:5][CH:4]=[CH:3][CH:2]=1.C(=O)([O-])[O-].[Na+].[Na+].[CH3:34][C:35]1[CH:40]=[CH:39][C:38](B(O)O)=[CH:37][CH:36]=1. Product: [C:1]1([S:7]([N:10]2[C:18]3[C:13](=[N:14][C:15]([C:38]4[CH:39]=[CH:40][C:35]([CH3:34])=[CH:36][CH:37]=4)=[C:16]([C:19]4[CH:26]=[CH:25][C:22]([C:23]#[N:24])=[CH:21][CH:20]=4)[CH:17]=3)[CH:12]=[CH:11]2)(=[O:9])=[O:8])[CH:6]=[CH:5][CH:4]=[CH:3][CH:2]=1. The catalyst class is: 75. (3) Reactant: [CH:1]1([CH:5]([OH:15])[C:6]2[CH:14]=[CH:13][C:9]([C:10]([OH:12])=O)=[CH:8][CH:7]=2)[CH2:4][CH2:3][CH2:2]1.Cl.[NH2:17][CH2:18][CH2:19][C:20]([O:22][CH2:23][CH3:24])=[O:21].F[P-](F)(F)(F)(F)F.N1(OC(N(C)C)=[N+](C)C)C2N=CC=CC=2N=N1.C(N(C(C)C)CC)(C)C. Product: [CH:1]1([CH:5]([OH:15])[C:6]2[CH:7]=[CH:8][C:9]([C:10]([NH:17][CH2:18][CH2:19][C:20]([O:22][CH2:23][CH3:24])=[O:21])=[O:12])=[CH:13][CH:14]=2)[CH2:2][CH2:3][CH2:4]1. The catalyst class is: 9. (4) Reactant: [Br:1][C:2]1[CH:10]=[C:9]2[C:5]([C:6]([CH:34]([F:36])[F:35])=[CH:7][N:8]2[S:11]([C:14]2[CH:15]=[CH:16][C:17]([O:32][CH3:33])=[C:18]([CH:20]3[CH2:25][CH2:24][N:23](C(=O)C(Cl)(Cl)Cl)[CH2:22][CH2:21]3)[CH:19]=2)(=[O:13])=[O:12])=[CH:4][CH:3]=1.[OH-].[K+]. Product: [Br:1][C:2]1[CH:10]=[C:9]2[C:5]([C:6]([CH:34]([F:36])[F:35])=[CH:7][N:8]2[S:11]([C:14]2[CH:15]=[CH:16][C:17]([O:32][CH3:33])=[C:18]([CH:20]3[CH2:21][CH2:22][NH:23][CH2:24][CH2:25]3)[CH:19]=2)(=[O:12])=[O:13])=[CH:4][CH:3]=1. The catalyst class is: 1.